From a dataset of TCR-epitope binding with 47,182 pairs between 192 epitopes and 23,139 TCRs. Binary Classification. Given a T-cell receptor sequence (or CDR3 region) and an epitope sequence, predict whether binding occurs between them. The epitope is KLGGALQAK. The TCR CDR3 sequence is CSAKQPGGDLETQYF. Result: 1 (the TCR binds to the epitope).